From a dataset of Forward reaction prediction with 1.9M reactions from USPTO patents (1976-2016). Predict the product of the given reaction. Given the reactants Cl.[O:2]1[CH:6]=[CH:5][C:4]([C:7]2[C:15]3[C:10](=[N:11][CH:12]=[C:13]([NH:16]C(=O)OC(C)(C)C)[CH:14]=3)[NH:9][CH:8]=2)=[CH:3]1, predict the reaction product. The product is: [O:2]1[CH:6]=[CH:5][C:4]([C:7]2[C:15]3[C:10](=[N:11][CH:12]=[C:13]([NH2:16])[CH:14]=3)[NH:9][CH:8]=2)=[CH:3]1.